This data is from Catalyst prediction with 721,799 reactions and 888 catalyst types from USPTO. The task is: Predict which catalyst facilitates the given reaction. (1) Product: [CH3:1][C:47]1([CH3:50])[O:46][CH:45]([CH2:53][O:21][NH:20][C:39]([C:38]2[C:30]([NH:29][C:26]3[CH:27]=[CH:28][C:23]([Br:22])=[CH:24][C:25]=3[F:43])=[CH:31][C:32](=[O:42])[N:33]3[C:37]=2[CH2:36][CH2:35][CH2:34]3)=[O:41])[CH2:49][O:48]1. Reactant: [CH3:1]CN=C=NCCCN(C)C.C1C=CC2[N:20]([OH:21])N=NC=2C=1.[Br:22][C:23]1[CH:28]=[CH:27][C:26]([NH:29][C:30]2[C:38]([C:39]([OH:41])=O)=[C:37]3[N:33]([CH2:34][CH2:35][CH2:36]3)[C:32](=[O:42])[CH:31]=2)=[C:25]([F:43])[CH:24]=1.C[C:45]1([CH3:53])[CH2:49][O:48][CH:47]([CH2:50]ON)[O:46]1. The catalyst class is: 3. (2) Reactant: [F:1][C:2]([F:14])([F:13])[C:3]1[CH:4]=[C:5]([NH:9][C:10]([NH2:12])=[O:11])[CH:6]=[CH:7][CH:8]=1.[C:15]([C:17]1[CH:24]=[CH:23][C:20]([CH:21]=O)=[CH:19][CH:18]=1)#[N:16].[Br:25][C:26]1[CH:31]=[CH:30][C:29]([C:32](=[O:37])[CH2:33][C:34](=O)[CH3:35])=[CH:28][CH:27]=1. Product: [Br:25][C:26]1[CH:27]=[CH:28][C:29]([C:32]([C:33]2[CH:21]([C:20]3[CH:23]=[CH:24][C:17]([C:15]#[N:16])=[CH:18][CH:19]=3)[NH:12][C:10](=[O:11])[N:9]([C:5]3[CH:6]=[CH:7][CH:8]=[C:3]([C:2]([F:13])([F:14])[F:1])[CH:4]=3)[C:34]=2[CH3:35])=[O:37])=[CH:30][CH:31]=1. The catalyst class is: 7. (3) Reactant: [CH3:1][C:2]1[NH:6][N:5]=[C:4]([C:7]([O:9][CH2:10][CH3:11])=[O:8])[CH:3]=1.[Cl:12]N1C(=O)CCC1=O. Product: [CH2:10]([O:9][C:7]([C:4]1[C:3]([Cl:12])=[C:2]([CH3:1])[NH:6][N:5]=1)=[O:8])[CH3:11]. The catalyst class is: 3. (4) Product: [Cl:1][C:2]1[CH:3]=[CH:4][C:5]([CH:11]=[O:12])=[C:6]([NH:8][CH:9]=[O:10])[CH:7]=1. The catalyst class is: 4. Reactant: [Cl:1][C:2]1[CH:3]=[CH:4][C:5]([CH2:11][OH:12])=[C:6]([NH:8][CH:9]=[O:10])[CH:7]=1.[Cr](O[Cr]([O-])(=O)=O)([O-])(=O)=O.[NH+]1C=CC=CC=1.[NH+]1C=CC=CC=1. (5) Reactant: [OH-].[Na+].BrBr.[OH:5][C@H:6]1[CH2:11][C@H:10]([CH3:12])[CH2:9][CH2:8][C@H:7]1[C:13](=[O:15])C.[O:16](Br)[Na].[O-]S([O-])=O.[Na+].[Na+].Cl. The catalyst class is: 127. Product: [OH:5][C@H:6]1[CH2:11][C@H:10]([CH3:12])[CH2:9][CH2:8][C@H:7]1[C:13]([OH:15])=[O:16]. (6) Reactant: [Br:1][C:2]1[CH:7]=[CH:6][C:5]([CH2:8]Cl)=[C:4]([CH3:10])[CH:3]=1.[C-:11]#[N:12].[Na+]. Product: [Br:1][C:2]1[CH:7]=[CH:6][C:5]([CH2:8][C:11]#[N:12])=[C:4]([CH3:10])[CH:3]=1. The catalyst class is: 14. (7) Reactant: [CH:1]([C:3]1[C:8](=[O:9])[N:7]2[CH:10]=[CH:11][C:12]([CH2:14][CH2:15][C:16]3[S:17][CH:18]=[C:19]([CH:21]([CH3:23])[CH3:22])[N:20]=3)=[CH:13][C:6]2=[N:5][C:4]=1[N:24]1[CH2:29][CH2:28][CH2:27][CH:26]([C:30]([O-])=[O:31])[CH2:25]1)=O.FC(F)(F)COP([CH2:45][C:46]([O:48][CH3:49])=[O:47])(=O)OCC(F)(F)F.C1CCN2C(=NCCC2)CC1.[Cl-].[Li+]. Product: [CH:30]([CH:26]1[CH2:27][CH2:28][CH2:29][N:24]([C:4]2[N:5]=[C:6]3[CH:13]=[C:12]([CH2:14][CH2:15][C:16]4[S:17][CH:18]=[C:19]([CH:21]([CH3:22])[CH3:23])[N:20]=4)[CH:11]=[CH:10][N:7]3[C:8](=[O:9])[C:3]=2/[CH:1]=[CH:45]/[C:46]([O:48][CH3:49])=[O:47])[CH2:25]1)=[O:31]. The catalyst class is: 7. (8) Reactant: CCN(CC)CC.[C:16](O[C:16]([O:18][C:19]([CH3:22])([CH3:21])[CH3:20])=[O:17])([O:18][C:19]([CH3:22])([CH3:21])[CH3:20])=[O:17].[NH2:23][C:24]1[CH:25]=[CH:26][C:27]2[S:31][C:30]([CH3:32])=[N:29][C:28]=2[CH:33]=1. Product: [CH3:32][C:30]1[S:31][C:27]2[CH:26]=[CH:25][C:24]([NH:23][C:16](=[O:17])[O:18][C:19]([CH3:20])([CH3:21])[CH3:22])=[CH:33][C:28]=2[N:29]=1. The catalyst class is: 5. (9) Reactant: [S:1]1[C:5]2[CH:6]=[CH:7][CH:8]=[CH:9][C:4]=2[N:3]=[C:2]1[NH:10][C:11]([C:13]1[CH:14]=[CH:15][CH:16]=[C:17]2[C:22]=1[CH2:21][N:20]([C:23]1[N:28]=[C:27]([C:29]([O:31]C)=[O:30])[C:26]([C:33]3[CH:38]=[CH:37][CH:36]=[C:35]([O:39][C:40]4[CH:45]=[CH:44][C:43]([N+:46]([O-:48])=[O:47])=[CH:42][CH:41]=4)[CH:34]=3)=[CH:25][CH:24]=1)[CH2:19][CH2:18]2)=[O:12].O[Li].O.Cl. Product: [S:1]1[C:5]2[CH:6]=[CH:7][CH:8]=[CH:9][C:4]=2[N:3]=[C:2]1[NH:10][C:11]([C:13]1[CH:14]=[CH:15][CH:16]=[C:17]2[C:22]=1[CH2:21][N:20]([C:23]1[N:28]=[C:27]([C:29]([OH:31])=[O:30])[C:26]([C:33]3[CH:38]=[CH:37][CH:36]=[C:35]([O:39][C:40]4[CH:41]=[CH:42][C:43]([N+:46]([O-:48])=[O:47])=[CH:44][CH:45]=4)[CH:34]=3)=[CH:25][CH:24]=1)[CH2:19][CH2:18]2)=[O:12]. The catalyst class is: 253. (10) Reactant: Br[CH2:2][C:3]([C:5]1[CH:10]=[CH:9][CH:8]=[C:7]([C:11]([F:14])([F:13])[F:12])[CH:6]=1)=[O:4].[S-:15][C:16]#[N:17].[K+]. Product: [O:4]=[C:3]([C:5]1[CH:10]=[CH:9][CH:8]=[C:7]([C:11]([F:14])([F:13])[F:12])[CH:6]=1)[CH2:2][S:15][C:16]#[N:17]. The catalyst class is: 40.